Predict the reactants needed to synthesize the given product. From a dataset of Full USPTO retrosynthesis dataset with 1.9M reactions from patents (1976-2016). (1) Given the product [Cl:37][C:36]([Cl:39])([Cl:38])[CH2:35][O:34][C:32](=[O:33])[NH:28][C:7]1[N:8]([C:10]2[CH:15]=[CH:14][C:13]([Cl:16])=[C:12]([O:17][CH2:18][CH2:19][CH2:20][O:21][CH:22]3[CH2:27][CH2:26][CH2:25][CH2:24][O:23]3)[CH:11]=2)[N:9]=[C:5]([C:1]([CH3:4])([CH3:2])[CH3:3])[CH:6]=1, predict the reactants needed to synthesize it. The reactants are: [C:1]([C:5]1[CH:6]=[C:7]([NH2:28])[N:8]([C:10]2[CH:15]=[CH:14][C:13]([Cl:16])=[C:12]([O:17][CH2:18][CH2:19][CH2:20][O:21][CH:22]3[CH2:27][CH2:26][CH2:25][CH2:24][O:23]3)[CH:11]=2)[N:9]=1)([CH3:4])([CH3:3])[CH3:2].[OH-].[Na+].Cl[C:32]([O:34][CH2:35][C:36]([Cl:39])([Cl:38])[Cl:37])=[O:33]. (2) Given the product [CH2:12]([NH:11][CH2:15][CH:16]1[CH2:17][CH2:18][N:19]([C:22]([O:24][C:25]([CH3:26])([CH3:28])[CH3:27])=[O:23])[CH2:20][CH2:21]1)[CH2:13][CH3:14], predict the reactants needed to synthesize it. The reactants are: C(OC([N:11]([CH2:15][CH:16]1[CH2:21][CH2:20][N:19]([C:22]([O:24][C:25]([CH3:28])([CH3:27])[CH3:26])=[O:23])[CH2:18][CH2:17]1)[CH2:12][CH2:13][CH3:14])=O)C1C=CC=CC=1.[H][H]. (3) Given the product [F:1][C:2]1([F:14])[CH2:7][C:6]([C:8]([O:10][CH2:11][CH3:12])=[O:9])=[C:5]([NH:23][C@H:21]([C:15]2[CH:20]=[CH:19][CH:18]=[CH:17][CH:16]=2)[CH3:22])[CH2:4][CH2:3]1, predict the reactants needed to synthesize it. The reactants are: [F:1][C:2]1([F:14])[CH2:7][C:6]([C:8]([O:10][CH2:11][CH3:12])=[O:9])=[C:5](O)[CH2:4][CH2:3]1.[C:15]1([C@@H:21]([NH2:23])[CH3:22])[CH:20]=[CH:19][CH:18]=[CH:17][CH:16]=1. (4) The reactants are: [Cl:1][C:2]1[CH:7]=[C:6]([N+:8]([O-])=O)[CH:5]=[CH:4][C:3]=1[C:11]1[C:26](=[O:27])[N:25]([O:28][CH3:29])[C:14]2[N:15]=[C:16]([NH:19][CH2:20][CH2:21][N:22]([CH3:24])[CH3:23])[N:17]=[CH:18][C:13]=2[CH:12]=1. Given the product [NH2:8][C:6]1[CH:5]=[CH:4][C:3]([C:11]2[C:26](=[O:27])[N:25]([O:28][CH3:29])[C:14]3[N:15]=[C:16]([NH:19][CH2:20][CH2:21][N:22]([CH3:24])[CH3:23])[N:17]=[CH:18][C:13]=3[CH:12]=2)=[C:2]([Cl:1])[CH:7]=1, predict the reactants needed to synthesize it. (5) Given the product [CH:1]1([CH2:4][N:5]2[C:9]([C:10]3[CH:11]=[CH:12][CH:13]=[CH:14][CH:15]=3)=[CH:8][N:7]([CH2:16][C:17]([OH:19])=[O:18])[C:6]2=[O:24])[CH2:3][CH2:2]1, predict the reactants needed to synthesize it. The reactants are: [CH:1]1([CH2:4][N:5]2[C:9]([C:10]3[CH:15]=[CH:14][CH:13]=[CH:12][CH:11]=3)=[CH:8][N:7]([CH2:16][C:17]([O:19]C(C)(C)C)=[O:18])[C:6]2=[O:24])[CH2:3][CH2:2]1. (6) Given the product [F:18][C:16]([F:19])([F:17])[C:13]1[CH:12]=[CH:11][C:10]([C:9]([NH:8][C:5]2[CH:4]=[CH:3][C:2]([O:1][C:23](=[O:24])[N:22]([CH3:21])[C:26]3[CH:31]=[CH:30][CH:29]=[CH:28][CH:27]=3)=[N:7][CH:6]=2)=[O:20])=[CH:15][CH:14]=1, predict the reactants needed to synthesize it. The reactants are: [OH:1][C:2]1[N:7]=[CH:6][C:5]([NH:8][C:9](=[O:20])[C:10]2[CH:15]=[CH:14][C:13]([C:16]([F:19])([F:18])[F:17])=[CH:12][CH:11]=2)=[CH:4][CH:3]=1.[CH3:21][N:22]([C:26]1[CH:31]=[CH:30][CH:29]=[CH:28][CH:27]=1)[C:23](Cl)=[O:24].N12CCN(CC1)CC2.